From a dataset of Catalyst prediction with 721,799 reactions and 888 catalyst types from USPTO. Predict which catalyst facilitates the given reaction. (1) Reactant: [NH2:1][C:2]1[C:7]([C:8]([O:10][CH2:11][CH3:12])=[O:9])=[C:6]([CH3:13])[N:5]=[C:4]2[S:14][C:15]([Br:18])=[C:16]([CH3:17])[C:3]=12.CC(C)([O-])C.[Na+].[Cl:25][C:26]1[CH:27]=[C:28]([S:32](Cl)(=[O:34])=[O:33])[CH:29]=[CH:30][CH:31]=1. Product: [Br:18][C:15]1[S:14][C:4]2=[N:5][C:6]([CH3:13])=[C:7]([C:8]([O:10][CH2:11][CH3:12])=[O:9])[C:2]([NH:1][S:32]([C:28]3[CH:29]=[CH:30][CH:31]=[C:26]([Cl:25])[CH:27]=3)(=[O:34])=[O:33])=[C:3]2[C:16]=1[CH3:17]. The catalyst class is: 248. (2) Reactant: [Cl:1][C:2]1[CH:7]=[CH:6][C:5]([CH2:8][C:9]([OH:11])=[O:10])=[C:4]([O:12]C)[CH:3]=1.Br. Product: [Cl:1][C:2]1[CH:7]=[CH:6][C:5]([CH2:8][C:9]([OH:11])=[O:10])=[C:4]([OH:12])[CH:3]=1. The catalyst class is: 15.